Dataset: Experimentally validated miRNA-target interactions with 360,000+ pairs, plus equal number of negative samples. Task: Binary Classification. Given a miRNA mature sequence and a target amino acid sequence, predict their likelihood of interaction. The miRNA is rno-miR-107-3p with sequence AGCAGCAUUGUACAGGGCUAUCA. The protein sequence of the target gene is MARRPRHSIYSSDEDDEDIEMCDHDYDGLLPKSGKRHLGKTRWTREEDEKLKKLVEQNGTDDWKVIANYLPNRTDVQCQHRWQKVLNPELIKGPWTKEEDQRVIELVQKYGPKRWSVIAKHLKGRIGKQCRERWHNHLNPEVKKTSWTEEEDRIIYQAHKRLGNRWAEIAKLLPGRTDNAIKNHWNSTMRRKVEQEGYLQEPSKASQTPVATSFQKNNHLMGFGHASPPSQLSPSGQSSVNSEYPYYHIAEAQNISSHVPYPVALHVNIVNVPQPAAAAIQRHYNDEDPEKEKRIKELEL.... Result: 0 (no interaction).